Dataset: Catalyst prediction with 721,799 reactions and 888 catalyst types from USPTO. Task: Predict which catalyst facilitates the given reaction. Reactant: [O:1]=[C:2]1[N:6]([C:7]2[CH:12]=[CH:11][C:10]([N:13]3[CH2:18][CH2:17][O:16][CH2:15][C:14]3=[O:19])=[CH:9][CH:8]=2)[CH2:5][C@H:4]([CH2:20][N:21]2C(=O)C3C(=CC=CC=3)C2=O)[O:3]1.O.CN.[Cl-].[Na+]. The catalyst class is: 13. Product: [NH2:21][CH2:20][C@@H:4]1[O:3][C:2](=[O:1])[N:6]([C:7]2[CH:12]=[CH:11][C:10]([N:13]3[CH2:18][CH2:17][O:16][CH2:15][C:14]3=[O:19])=[CH:9][CH:8]=2)[CH2:5]1.